Dataset: Full USPTO retrosynthesis dataset with 1.9M reactions from patents (1976-2016). Task: Predict the reactants needed to synthesize the given product. (1) Given the product [OH:1][CH2:2][C:3]1[CH:8]=[CH:7][C:6]([O:9][C:12](=[O:13])[N:11]([CH3:10])[C:15]2[CH:20]=[CH:19][CH:18]=[CH:17][CH:16]=2)=[CH:5][CH:4]=1, predict the reactants needed to synthesize it. The reactants are: [OH:1][CH2:2][C:3]1[CH:8]=[CH:7][C:6]([OH:9])=[CH:5][CH:4]=1.[CH3:10][N:11]([C:15]1[CH:20]=[CH:19][CH:18]=[CH:17][CH:16]=1)[C:12](Cl)=[O:13]. (2) The reactants are: Br[C:2]1[CH:26]=[CH:25][C:5]2[N:6]=[C:7]([O:9][CH:10]3[CH2:15][CH2:14][N:13]([C:16]4[N:21]=[CH:20][C:19]([CH2:22][CH2:23][CH3:24])=[CH:18][N:17]=4)[CH2:12][CH2:11]3)[S:8][C:4]=2[CH:3]=1.[N+]([O-])(O)=O.[NH:31]1[CH2:36][CH2:35][CH:34]([C:37]([N:39]2[CH2:43][CH2:42][CH2:41][CH2:40]2)=[O:38])[CH2:33][CH2:32]1.CC(C)([O-])C.[Na+].C1C=CC(P(C2C(C3C(P(C4C=CC=CC=4)C4C=CC=CC=4)=CC=C4C=3C=CC=C4)=C3C(C=CC=C3)=CC=2)C2C=CC=CC=2)=CC=1. Given the product [CH2:22]([C:19]1[CH:18]=[N:17][C:16]([N:13]2[CH2:14][CH2:15][CH:10]([O:9][C:7]3[S:8][C:4]4[CH:3]=[C:2]([N:31]5[CH2:32][CH2:33][CH:34]([C:37]([N:39]6[CH2:43][CH2:42][CH2:41][CH2:40]6)=[O:38])[CH2:35][CH2:36]5)[CH:26]=[CH:25][C:5]=4[N:6]=3)[CH2:11][CH2:12]2)=[N:21][CH:20]=1)[CH2:23][CH3:24], predict the reactants needed to synthesize it. (3) Given the product [C:27]1([CH3:37])[CH:28]=[CH:29][C:30]([S:33]([OH:36])(=[O:34])=[O:35])=[CH:31][CH:32]=1.[CH3:25][N:2]([CH3:1])[C:3]([N:5]1[CH2:6][CH:7]2[CH2:12][C:11]([NH:14][CH2:15][C:16]([N:18]3[CH2:22][CH2:21][CH2:20][C@H:19]3[C:23]#[N:24])=[O:17])([CH3:13])[CH2:10][CH:8]2[CH2:9]1)=[O:4], predict the reactants needed to synthesize it. The reactants are: [CH3:1][N:2]([CH3:25])[C:3]([N:5]1[CH2:9][CH:8]2[CH2:10][C:11]([NH:14][CH2:15][C:16]([N:18]3[CH2:22][CH2:21][CH2:20][C@H:19]3[C:23]#[N:24])=[O:17])([CH3:13])[CH2:12][CH:7]2[CH2:6]1)=[O:4].O.[C:27]1([CH3:37])[CH:32]=[CH:31][C:30]([S:33]([OH:36])(=[O:35])=[O:34])=[CH:29][CH:28]=1.C(OCC)(=O)C. (4) Given the product [F:1][C:2]1[C:3]([NH:28][C@H:29]2[CH2:34][CH2:33][CH2:32][C@@H:31]([NH:35][C:62]3[O:63][CH:64]=[C:65]([C:67]([O:69][CH3:70])=[O:68])[N:66]=3)[CH2:30]2)=[N:4][C:5]([C:8]2[C:16]3[C:11](=[N:12][CH:13]=[C:14]([F:17])[CH:15]=3)[N:10]([S:18]([C:21]3[CH:22]=[CH:23][C:24]([CH3:27])=[CH:25][CH:26]=3)(=[O:19])=[O:20])[CH:9]=2)=[N:6][CH:7]=1, predict the reactants needed to synthesize it. The reactants are: [F:1][C:2]1[C:3]([NH:28][C@H:29]2[CH2:34][CH2:33][CH2:32][C@@H:31]([NH2:35])[CH2:30]2)=[N:4][C:5]([C:8]2[C:16]3[C:11](=[N:12][CH:13]=[C:14]([F:17])[CH:15]=3)[N:10]([S:18]([C:21]3[CH:26]=[CH:25][C:24]([CH3:27])=[CH:23][CH:22]=3)(=[O:20])=[O:19])[CH:9]=2)=[N:6][CH:7]=1.FC1C=CC(C2C3C(=NC=C(F)C=3)NC=2)=CC=1N[C@H]1CCC[C@@H](N)C1.Cl[C:62]1[O:63][CH:64]=[C:65]([C:67]([O:69][CH3:70])=[O:68])[N:66]=1.C1CCN2C(=NCCC2)CC1. (5) The reactants are: [Cl:1][C:2]1[CH:3]=[C:4]2[C:12](=[CH:13][CH:14]=1)[NH:11][C:10]1[CH2:9][CH2:8][CH2:7][C:6](=[O:15])[C:5]2=1.[H-].[Na+].[C:18]1([S:24](Cl)(=[O:26])=[O:25])[CH:23]=[CH:22][CH:21]=[CH:20][CH:19]=1. Given the product [Cl:1][C:2]1[CH:3]=[C:4]2[C:12](=[CH:13][CH:14]=1)[NH:11][C:10]1[CH:9]([S:24]([C:18]3[CH:23]=[CH:22][CH:21]=[CH:20][CH:19]=3)(=[O:26])=[O:25])[CH2:8][CH2:7][C:6](=[O:15])[C:5]2=1, predict the reactants needed to synthesize it. (6) Given the product [Br:1][C:2]1[C:3]([O:20][CH3:21])=[C:4]([NH:13][C:14](=[O:19])[C:15]([CH3:18])([CH3:16])[CH3:17])[C:5]([C:6]#[N:8])=[C:9]([CH3:12])[C:10]=1[I:11], predict the reactants needed to synthesize it. The reactants are: [Br:1][C:2]1[C:10]([I:11])=[C:9]([CH3:12])[C:5]([C:6]([NH2:8])=O)=[C:4]([NH:13][C:14](=[O:19])[C:15]([CH3:18])([CH3:17])[CH3:16])[C:3]=1[O:20][CH3:21].FC(F)(F)S(OS(C(F)(F)F)(=O)=O)(=O)=O.Cl. (7) Given the product [C:21]12([O:20][CH2:19][CH2:18][O:17][CH2:16][CH2:15][O:14][CH2:13][CH2:12][O:11][CH2:10][CH2:9][O:8][CH2:7][CH2:6][N:31]=[N+:32]=[N-:33])[CH2:30][CH:25]3[CH2:26][CH:27]([CH2:29][CH:23]([CH2:24]3)[CH2:22]1)[CH2:28]2, predict the reactants needed to synthesize it. The reactants are: CS(O[CH2:6][CH2:7][O:8][CH2:9][CH2:10][O:11][CH2:12][CH2:13][O:14][CH2:15][CH2:16][O:17][CH2:18][CH2:19][O:20][C:21]12[CH2:30][CH:25]3[CH2:26][CH:27]([CH2:29][CH:23]([CH2:24]3)[CH2:22]1)[CH2:28]2)(=O)=O.[N-:31]=[N+:32]=[N-:33].[Na+]. (8) Given the product [CH:28]([O:27][C:12]1[C:11]2[N:10]=[CH:9][CH:8]=[CH:7][C:6]=2[C:5]([C:3]([OH:4])=[O:2])=[C:14]2[CH2:15][N:16]([CH2:19][C:20]3[CH:25]=[CH:24][C:23]([F:26])=[CH:22][CH:21]=3)[C:17](=[O:18])[C:13]=12)([C:35]1[CH:36]=[CH:37][CH:38]=[CH:39][CH:40]=1)[C:29]1[CH:34]=[CH:33][CH:32]=[CH:31][CH:30]=1, predict the reactants needed to synthesize it. The reactants are: C[O:2][C:3]([C:5]1[C:6]2[CH:7]=[CH:8][CH:9]=[N:10][C:11]=2[C:12]([O:27][CH:28]([C:35]2[CH:40]=[CH:39][CH:38]=[CH:37][CH:36]=2)[C:29]2[CH:34]=[CH:33][CH:32]=[CH:31][CH:30]=2)=[C:13]2[C:17](=[O:18])[N:16]([CH2:19][C:20]3[CH:25]=[CH:24][C:23]([F:26])=[CH:22][CH:21]=3)[CH2:15][C:14]=12)=[O:4].C1COCC1.CO.[Li+].[OH-]. (9) Given the product [Cl:20][C:16]1[CH:17]=[CH:18][CH:19]=[C:14]([Cl:13])[C:15]=1[CH:21]1[CH2:2][CH:22]1[B:23]1[O:27][C:26]([CH3:29])([CH3:28])[C:25]([CH3:31])([CH3:30])[O:24]1, predict the reactants needed to synthesize it. The reactants are: [Zn](CC)[CH2:2]C.FC(F)(F)C(O)=O.[Cl:13][C:14]1[CH:19]=[CH:18][CH:17]=[C:16]([Cl:20])[C:15]=1/[CH:21]=[CH:22]/[B:23]1[O:27][C:26]([CH3:29])([CH3:28])[C:25]([CH3:31])([CH3:30])[O:24]1. (10) Given the product [CH2:16]([N:6]([CH2:5][C:4]([OH:23])=[O:3])[CH2:7][C:8]1[CH:13]=[CH:12][CH:11]=[C:10]([O:14][CH3:15])[CH:9]=1)[C:17]1[CH:22]=[CH:21][CH:20]=[CH:19][CH:18]=1, predict the reactants needed to synthesize it. The reactants are: C([O:3][C:4](=[O:23])[CH2:5][N:6]([CH2:16][C:17]1[CH:22]=[CH:21][CH:20]=[CH:19][CH:18]=1)[CH2:7][C:8]1[CH:13]=[CH:12][CH:11]=[C:10]([O:14][CH3:15])[CH:9]=1)C.[OH-].[Na+].